From a dataset of Choline transporter screen with 302,306 compounds. Binary Classification. Given a drug SMILES string, predict its activity (active/inactive) in a high-throughput screening assay against a specified biological target. (1) The drug is s1c2c(cc1C(=O)NCCCN1CCC(CC1)C)COc1c2c(ccc1)C. The result is 0 (inactive). (2) The molecule is Clc1c(sc2c1cccc2)C(=O)N(CCCN(C)C)c1sc2c(n1)c(F)ccc2. The result is 0 (inactive). (3) The compound is O=C(NNc1ncccc1C#N)CC(CC(O)=O)(C)C. The result is 0 (inactive). (4) The result is 0 (inactive). The compound is O1c2cc(CN(Cc3n(nnn3)C3CCCC3)Cc3cc4c([nH]c3=O)cc(c(c4)C)C)ccc2OC1. (5) The result is 0 (inactive). The molecule is s1c2nc(ccc2c(N)c1C(=O)c1ccc(OC)cc1)c1ccc(OC)cc1. (6) The result is 0 (inactive). The drug is FC(F)(F)c1[nH]c2c(n1)cccc2. (7) The molecule is O=C(NC1CCCCC1)C(N(c1cccnc1)C(=O)CNC(=O)c1occc1)c1c(cccc1)C. The result is 0 (inactive). (8) The molecule is O(C(=O)C(NC(=O)c1nc[nH]c1C(=O)N1CCN(CC1)c1ccccc1)CC(C)C)C(C)(C)C. The result is 0 (inactive). (9) The drug is O1c2c(OCC1)ccc(NC(=O)COC(=O)Cc1cc(OC)c(OC)cc1)c2. The result is 0 (inactive).